This data is from Reaction yield outcomes from USPTO patents with 853,638 reactions. The task is: Predict the reaction yield, written as a fraction of the theoretical maximum amount of product (1.0 means a 100% yield; for example, 0.34 means a 34% yield). (1) The reactants are [F:1][C:2]1[C:3]([C@@:8]23[O:16][CH2:15][O:14][C@@H:9]2[CH2:10][NH:11][CH2:12][CH2:13]3)=[N:4][CH:5]=[CH:6][CH:7]=1.[Cl:17][C:18]1[CH:19]=[C:20]([CH:24]=[CH:25][C:26]=1[F:27])[C:21](O)=[O:22].CN(C(ON1N=NC2C=CC=NC1=2)=[N+](C)C)C.F[P-](F)(F)(F)(F)F.C(N(CC)CC)C. The catalyst is O.CN(C=O)C. The product is [F:1][C:2]1[C:3]([C@@:8]23[O:16][CH2:15][O:14][C@@H:9]2[CH2:10][N:11]([C:21]([C:20]2[CH:24]=[CH:25][C:26]([F:27])=[C:18]([Cl:17])[CH:19]=2)=[O:22])[CH2:12][CH2:13]3)=[N:4][CH:5]=[CH:6][CH:7]=1. The yield is 0.780. (2) The reactants are [NH2:1][C:2]1[C:3](=[O:13])[C:4]2[C:9]([C:10](=[O:12])[CH:11]=1)=[CH:8][CH:7]=[CH:6][CH:5]=2.[H-].[Na+].[CH:16]1([C:22](Cl)=[O:23])[CH2:21][CH2:20][CH2:19][CH2:18][CH2:17]1. The catalyst is O1CCCC1. The product is [O:13]=[C:3]1[C:4]2[C:9](=[CH:8][CH:7]=[CH:6][CH:5]=2)[C:10](=[O:12])[CH:11]=[C:2]1[NH:1][C:22]([CH:16]1[CH2:21][CH2:20][CH2:19][CH2:18][CH2:17]1)=[O:23]. The yield is 0.290. (3) The reactants are C[Si](C)(C)[N-][Si](C)(C)C.[Li+].[CH2:11]([CH:13]([CH:17]1[CH2:21][CH2:20][CH2:19][C:18]1([F:23])[F:22])[C:14]([O-:16])=[O:15])[CH3:12].BrC1C=[CH:29][C:28]([Cl:31])=[CH:27][CH:26]=1.[CH:32]1(P(C2CCCCC2)C2C=CC=CC=2C2C=CC=CC=2N(C)C)CCCC[CH2:33]1. The catalyst is C1(C)C=CC=CC=1.C([O-])(=O)C.[Pd+2].C([O-])(=O)C.O. The product is [CH2:32]([O:15][C:14](=[O:16])[CH:13]([C:11]1[CH:26]=[CH:27][C:28]([Cl:31])=[CH:29][CH:12]=1)[CH:17]1[CH2:21][CH2:20][CH2:19][C:18]1([F:22])[F:23])[CH3:33]. The yield is 0.591. (4) The reactants are [N:1]1([CH:7]=[CH:8][C:9]([O:11][CH3:12])=[O:10])[CH2:6][CH2:5][O:4][CH2:3][CH2:2]1.C(N(CC)CC)C.[F:20][CH:21]([F:25])[C:22](F)=[O:23]. The catalyst is C1(C)C=CC=CC=1. The product is [F:20][CH:21]([F:25])[C:22](=[O:23])[C:8](=[CH:7][N:1]1[CH2:6][CH2:5][O:4][CH2:3][CH2:2]1)[C:9]([O:11][CH3:12])=[O:10]. The yield is 0.820. (5) The reactants are [CH3:1][C:2]1[NH:3][CH:4]=[C:5]([C:7](=[O:9])[CH3:8])[N:6]=1.C[C:11]([N:13]([CH3:15])[CH3:14])=O.[CH3:16]N(C=O)C. No catalyst specified. The product is [CH3:11][N:13]([CH3:15])[CH:14]=[CH:8][C:7]([C:5]1[N:6]([CH3:16])[C:2]([CH3:1])=[N:3][CH:4]=1)=[O:9]. The yield is 0.570. (6) The reactants are [CH2:1]([C:3]1[CH:8]=[C:7]([CH2:9][CH3:10])[C:6]([CH2:11][CH3:12])=[CH:5][C:4]=1[CH2:13][CH3:14])[CH3:2].[Cl-].[Al+3].[Cl-].[Cl-].[CH3:19][O:20]C(Cl)Cl.O. The catalyst is C(Cl)Cl. The product is [CH2:11]([C:6]1[C:7]([CH2:9][CH3:10])=[CH:8][C:3]([CH2:1][CH3:2])=[C:4]([CH2:13][CH3:14])[C:5]=1[CH:19]=[O:20])[CH3:12]. The yield is 0.390. (7) The reactants are [OH:1][C:2]1[CH:3]=[C:4]([C:8]2[C:9]([C:14]#[N:15])=[CH:10][CH:11]=[CH:12][CH:13]=2)[CH:5]=[CH:6][CH:7]=1.N1C=CC=CC=1.[F:22][C:23]([F:36])([F:35])[S:24](O[S:24]([C:23]([F:36])([F:35])[F:22])(=[O:26])=[O:25])(=[O:26])=[O:25]. The catalyst is ClCCl. The product is [C:14]([C:9]1[CH:10]=[CH:11][CH:12]=[CH:13][C:8]=1[C:4]1[CH:5]=[CH:6][CH:7]=[C:2]([O:1][S:24]([C:23]([F:36])([F:35])[F:22])(=[O:26])=[O:25])[CH:3]=1)#[N:15]. The yield is 0.670.